Dataset: Forward reaction prediction with 1.9M reactions from USPTO patents (1976-2016). Task: Predict the product of the given reaction. (1) Given the reactants [CH2:1]([C:3]([C:21]1[S:25][C:24]([C:26]([OH:28])=O)=[C:23]([CH3:29])[CH:22]=1)([C:6]1[CH:11]=[CH:10][C:9]([O:12][CH2:13][CH:14]([OH:19])[C:15]([CH3:18])([CH3:17])[CH3:16])=[C:8]([CH3:20])[CH:7]=1)[CH2:4][CH3:5])[CH3:2].CCN(CC)CC.[NH2:37][CH2:38][CH2:39][S:40]([CH3:43])(=[O:42])=[O:41].CCN=C=NCCCN(C)C.C1C=CC2N(O)N=NC=2C=1, predict the reaction product. The product is: [CH3:43][S:40]([CH2:39][CH2:38][NH:37][C:26]([C:24]1[S:25][C:21]([C:3]([CH2:1][CH3:2])([C:6]2[CH:11]=[CH:10][C:9]([O:12][CH2:13][CH:14]([OH:19])[C:15]([CH3:17])([CH3:16])[CH3:18])=[C:8]([CH3:20])[CH:7]=2)[CH2:4][CH3:5])=[CH:22][C:23]=1[CH3:29])=[O:28])(=[O:42])=[O:41]. (2) Given the reactants [Br-:1].[CH:2]1([C:8]([OH:34])([C:28]2[CH:33]=[CH:32][CH:31]=[CH:30]C=2)[C:9]([O:11][CH:12]2[CH2:17][CH2:16][N+:15]([CH2:19][C:20](=[O:27])[NH:21][C:22]3[CH:26]=[CH:25][O:24][N:23]=3)([CH3:18])[CH2:14][CH2:13]2)=[O:10])[CH2:7][CH2:6][CH2:5][CH2:4][CH2:3]1.C1(C(C2C=CC=CC=2)(O)C(O)=O)CCCC1, predict the reaction product. The product is: [Br-:1].[CH:28]1([C:8]([OH:34])([C:2]2[CH:3]=[CH:4][CH:5]=[CH:6][CH:7]=2)[C:9]([O:11][CH:12]2[CH2:17][CH2:16][N+:15]([CH2:19][C:20](=[O:27])[NH:21][C:22]3[CH:26]=[CH:25][O:24][N:23]=3)([CH3:18])[CH2:14][CH2:13]2)=[O:10])[CH2:33][CH2:32][CH2:31][CH2:30]1. (3) Given the reactants [NH2:1][NH:2][C:3]([C:5]1[CH:10]=[CH:9][CH:8]=[C:7]([CH3:11])[N:6]=1)=[NH:4].[N+:12]([C:15]1[CH:16]=[CH:17][C:18]([OH:23])=[C:19]([CH:22]=1)[CH:20]=O)([O-:14])=[O:13], predict the reaction product. The product is: [N+:12]([C:15]1[CH:16]=[CH:17][C:18]([OH:23])=[C:19]([C:20]2[NH:1][N:2]=[C:3]([C:5]3[CH:10]=[CH:9][CH:8]=[C:7]([CH3:11])[N:6]=3)[N:4]=2)[CH:22]=1)([O-:14])=[O:13]. (4) Given the reactants Br[C:2]1[CH:7]=[CH:6][C:5]([C:8]([F:11])([F:10])[F:9])=[CH:4][CH:3]=1.[C:12]([O:16][C:17]([NH:19][C@H:20]([C:22](N(OC)C)=[O:23])[CH3:21])=[O:18])([CH3:15])([CH3:14])[CH3:13], predict the reaction product. The product is: [CH3:21][C@H:20]([NH:19][C:17](=[O:18])[O:16][C:12]([CH3:15])([CH3:14])[CH3:13])[C:22](=[O:23])[C:2]1[CH:7]=[CH:6][C:5]([C:8]([F:11])([F:10])[F:9])=[CH:4][CH:3]=1. (5) The product is: [OH:3][CH2:4][CH2:5][N:6]1[C:10]2[CH:11]=[CH:12][CH:13]=[CH:14][C:9]=2[N:8]=[C:7]1[N:15]1[CH2:21][CH2:20][CH2:19][NH:18][CH2:17][CH2:16]1. Given the reactants C([O:3][CH2:4][CH2:5][N:6]1[C:10]2[CH:11]=[CH:12][CH:13]=[CH:14][C:9]=2[N:8]=[C:7]1[N:15]1[CH2:21][CH2:20][CH2:19][NH:18][CH2:17][CH2:16]1)C.Br.[OH-].[Na+], predict the reaction product. (6) The product is: [Cl:1][C:2]1[CH:3]=[CH:4][C:5]([O:10][CH2:11][CH:12]([CH3:14])[CH3:13])=[C:6]([OH:23])[CH:9]=1. Given the reactants [Cl:1][C:2]1[CH:3]=[CH:4][C:5]([O:10][CH2:11][CH:12]([CH3:14])[CH3:13])=[C:6]([CH:9]=1)C=O.C1C=C(Cl)C=C(C(OO)=[O:23])C=1.[OH-].[Na+].Cl, predict the reaction product. (7) Given the reactants I[C:2]1[CH:10]=[C:9]2[C:5]([CH:6]=[N:7][NH:8]2)=[CH:4][CH:3]=1.[CH3:11][Si:12]([C:15]#[CH:16])([CH3:14])[CH3:13], predict the reaction product. The product is: [CH3:11][Si:12]([C:15]#[C:16][C:2]1[CH:10]=[C:9]2[C:5]([CH:6]=[N:7][NH:8]2)=[CH:4][CH:3]=1)([CH3:14])[CH3:13].